From a dataset of Forward reaction prediction with 1.9M reactions from USPTO patents (1976-2016). Predict the product of the given reaction. (1) Given the reactants [CH2:1]([NH:8][CH2:9][C:10]1[CH:15]=[CH:14][CH:13]=[CH:12][CH:11]=1)[C:2]1[CH:7]=[CH:6][CH:5]=[CH:4][CH:3]=1.[C:16](OCC)(=[O:18])[CH3:17], predict the reaction product. The product is: [CH2:9]([N:8]([CH2:1][C:2]1[CH:7]=[CH:6][CH:5]=[CH:4][CH:3]=1)[CH2:17][CH2:16][OH:18])[C:10]1[CH:15]=[CH:14][CH:13]=[CH:12][CH:11]=1. (2) Given the reactants [SH:1][C:2]1[NH:3][C:4]2[CH:10]=[CH:9][CH:8]=[CH:7][C:5]=2[N:6]=1.[H-].[Na+].[N+]([C:16]1[O:20][C:19]([CH:21]=[O:22])=[CH:18][CH:17]=1)([O-])=O, predict the reaction product. The product is: [NH:3]1[C:4]2[CH:10]=[CH:9][CH:8]=[CH:7][C:5]=2[N:6]=[C:2]1[S:1][C:16]1[O:20][C:19]([CH:21]=[O:22])=[CH:18][CH:17]=1. (3) The product is: [F:20][C:14]1[CH:15]=[CH:16][C:17]([F:19])=[CH:18][C:13]=1[C@H:12]1[O:11][C:10](=[O:21])[NH:9][C@@H:8]1[C:6]1[C:5]([F:22])=[CH:4][N:3]=[C:2]([C:24]#[C:23][C:25]2[CH:30]=[CH:29][CH:28]=[CH:27][CH:26]=2)[CH:7]=1. Given the reactants Br[C:2]1[CH:7]=[C:6]([C@@H:8]2[C@@H:12]([C:13]3[CH:18]=[C:17]([F:19])[CH:16]=[CH:15][C:14]=3[F:20])[O:11][C:10](=[O:21])[NH:9]2)[C:5]([F:22])=[CH:4][N:3]=1.[C:23]([C:25]1[CH:30]=[CH:29][CH:28]=[CH:27][CH:26]=1)#[CH:24].C1(P(C2C=CC=CC=2)C2C=CC=CC=2)C=CC=CC=1, predict the reaction product. (4) Given the reactants [NH2:1][CH:2]1[CH2:6][N:5]([C:7]2[CH:12]=[CH:11][C:10]([Cl:13])=[CH:9][CH:8]=2)[C:4](=[O:14])[CH2:3]1.[F:15][C:16]([F:31])([F:30])[C:17]1[CH:18]=[C:19]([CH:23]=[C:24]([C:26]([F:29])([F:28])[F:27])[CH:25]=1)[C:20](Cl)=[O:21].C(N(CC)CC)C, predict the reaction product. The product is: [Cl:13][C:10]1[CH:9]=[CH:8][C:7]([N:5]2[C:4](=[O:14])[CH2:3][CH:2]([NH:1][C:20](=[O:21])[C:19]3[CH:23]=[C:24]([C:26]([F:27])([F:28])[F:29])[CH:25]=[C:17]([C:16]([F:15])([F:30])[F:31])[CH:18]=3)[CH2:6]2)=[CH:12][CH:11]=1. (5) Given the reactants [CH2:1]=[C:2]1[CH2:5][CH:4]([C:6]#[N:7])[CH2:3]1.C([N-]C(C)C)(C)C.[Li+].[CH3:16][O:17][CH2:18]Cl, predict the reaction product. The product is: [CH3:16][O:17][CH2:18][C:4]1([C:6]#[N:7])[CH2:5][C:2](=[CH2:1])[CH2:3]1. (6) The product is: [NH2:1][C:2]1[CH:7]=[CH:6][N:5]=[C:4]([NH:9][C:10]2[CH:11]=[CH:12][C:13]([Cl:17])=[C:14]([OH:16])[CH:15]=2)[N:3]=1. Given the reactants [NH2:1][C:2]1[CH:7]=[CH:6][N:5]=[C:4](Cl)[N:3]=1.[NH2:9][C:10]1[CH:11]=[CH:12][C:13]([Cl:17])=[C:14]([OH:16])[CH:15]=1, predict the reaction product. (7) Given the reactants [O:1]1[C:10]2[CH:9]=[C:8]([CH2:11][N:12]([CH:20]3[CH2:25][CH2:24][NH:23][CH2:22][CH2:21]3)[C:13](=[O:19])[O:14][C:15]([CH3:18])([CH3:17])[CH3:16])[N:7]=[CH:6][C:5]=2[O:4][CH2:3][CH2:2]1.[CH3:26][O:27][C:28]1[CH:29]=[CH:30][C:31]2[N:36]=[CH:35][C:34](=[O:37])[N:33]([CH2:38][CH:39]=O)[C:32]=2[N:41]=1.C(O[BH-](OC(=O)C)OC(=O)C)(=O)C.[Na+].C(=O)([O-])O.[Na+], predict the reaction product. The product is: [O:1]1[C:10]2[CH:9]=[C:8]([CH2:11][N:12]([CH:20]3[CH2:25][CH2:24][N:23]([CH2:39][CH2:38][N:33]4[C:34](=[O:37])[CH:35]=[N:36][C:31]5[CH:30]=[CH:29][C:28]([O:27][CH3:26])=[N:41][C:32]4=5)[CH2:22][CH2:21]3)[C:13](=[O:19])[O:14][C:15]([CH3:18])([CH3:17])[CH3:16])[N:7]=[CH:6][C:5]=2[O:4][CH2:3][CH2:2]1.